This data is from Forward reaction prediction with 1.9M reactions from USPTO patents (1976-2016). The task is: Predict the product of the given reaction. (1) Given the reactants [CH3:1][C:2]1([CH3:11])[O:6][C@H:5]([C:7]([O:9]C)=O)[CH2:4][O:3]1.[Cl:12][CH2:13]I.[Li+].CC([N-]C(C)C)C.[OH-].[Na+], predict the reaction product. The product is: [Cl:12][CH2:13][C:7]([C@@H:5]1[CH2:4][O:3][C:2]([CH3:1])([CH3:11])[O:6]1)=[O:9]. (2) Given the reactants [CH3:1][S:2]([OH:5])(=[O:4])=[O:3].[CH2:6]([N:13]1[C:21]2[C:16](=[N:17][CH:18]=[CH:19][C:20]=2[O:22][CH2:23][C:24]2[CH:29]=[CH:28][C:27]([F:30])=[CH:26][CH:25]=2)[C:15]([CH3:31])=[C:14]1[CH3:32])[C:7]1[CH:12]=[CH:11][CH:10]=[CH:9][CH:8]=1, predict the reaction product. The product is: [CH3:1][S:2]([OH:5])(=[O:4])=[O:3].[CH2:6]([N:13]1[C:21]2[C:16](=[N:17][CH:18]=[CH:19][C:20]=2[O:22][CH2:23][C:24]2[CH:25]=[CH:26][C:27]([F:30])=[CH:28][CH:29]=2)[C:15]([CH3:31])=[C:14]1[CH3:32])[C:7]1[CH:8]=[CH:9][CH:10]=[CH:11][CH:12]=1. (3) Given the reactants [C:1](=[O:4])([O-])[O-].[K+].[K+].CN(C)C=O.[F:12][C:13]1[CH:18]=[CH:17][CH:16]=[C:15]([N+:19]([O-:21])=[O:20])[C:14]=1O.COS(OC)(=O)=O, predict the reaction product. The product is: [F:12][C:13]1[CH:18]=[CH:17][CH:16]=[C:15]([N+:19]([O-:21])=[O:20])[C:14]=1[O:4][CH3:1]. (4) Given the reactants [OH-].[Na+].[CH:3]1[CH:11]=[CH:10][CH:9]=[C:8]2[C:4]=1[C:5]1[C:18]3[C:13](=[CH:14][CH:15]=[CH:16][CH:17]=3)[CH2:12][C:6]=1[NH:7]2.[CH3:19]I, predict the reaction product. The product is: [CH3:19][N:7]1[C:8]2[C:4](=[CH:3][CH:11]=[CH:10][CH:9]=2)[C:5]2[C:18]3[C:13]([CH2:12][C:6]1=2)=[CH:14][CH:15]=[CH:16][CH:17]=3. (5) Given the reactants [Cl:1][C:2]1[CH:3]=[CH:4][C:5]([C:28]([F:31])([F:30])[F:29])=[C:6]([CH:27]=1)[CH2:7][N:8]1[CH2:13][CH2:12][NH:11][C:10]2[N:14]=[CH:15][C:16]([C:18]3[CH:26]=[CH:25][C:21]([C:22](O)=[O:23])=[CH:20][CH:19]=3)=[CH:17][C:9]1=2.[F:32][C:33]([F:47])([F:46])[C:34]1[CH:39]=[CH:38][CH:37]=[CH:36][C:35]=1[N:40]1[CH2:45][CH2:44][NH:43][CH2:42][CH2:41]1, predict the reaction product. The product is: [Cl:1][C:2]1[CH:3]=[CH:4][C:5]([C:28]([F:30])([F:29])[F:31])=[C:6]([CH:27]=1)[CH2:7][N:8]1[CH2:13][CH2:12][NH:11][C:10]2[N:14]=[CH:15][C:16]([C:18]3[CH:19]=[CH:20][C:21]([C:22]([N:43]4[CH2:42][CH2:41][N:40]([C:35]5[CH:36]=[CH:37][CH:38]=[CH:39][C:34]=5[C:33]([F:46])([F:47])[F:32])[CH2:45][CH2:44]4)=[O:23])=[CH:25][CH:26]=3)=[CH:17][C:9]1=2. (6) Given the reactants [F:1][C:2]1[C:7]2[NH:8][C:9](=S)[CH2:10][CH2:11][NH:12][C:6]=2[CH:5]=[CH:4][CH:3]=1.[C:14]([NH:17][NH2:18])(=O)[CH3:15], predict the reaction product. The product is: [F:1][C:2]1[C:7]2[N:8]3[C:14]([CH3:15])=[N:17][N:18]=[C:9]3[CH2:10][CH2:11][NH:12][C:6]=2[CH:5]=[CH:4][CH:3]=1.